From a dataset of Forward reaction prediction with 1.9M reactions from USPTO patents (1976-2016). Predict the product of the given reaction. Given the reactants [CH3:1][O:2][C:3](=[O:23])[C:4]1[CH:9]=[CH:8][C:7]([S:10]([N:13]2[C:21]3[C:16](=[CH:17][CH:18]=[CH:19][CH:20]=3)[C:15](I)=[CH:14]2)(=[O:12])=[O:11])=[CH:6][CH:5]=1.[F:24][C:25]1[C:30](B(O)O)=[CH:29][CH:28]=[CH:27][N:26]=1.C(=O)([O-])[O-].[Na+].[Na+].ClCCl, predict the reaction product. The product is: [CH3:1][O:2][C:3](=[O:23])[C:4]1[CH:9]=[CH:8][C:7]([S:10]([N:13]2[C:21]3[C:16](=[CH:17][CH:18]=[CH:19][CH:20]=3)[C:15]([C:30]3[C:25]([F:24])=[N:26][CH:27]=[CH:28][CH:29]=3)=[CH:14]2)(=[O:12])=[O:11])=[CH:6][CH:5]=1.